From a dataset of Reaction yield outcomes from USPTO patents with 853,638 reactions. Predict the reaction yield, written as a fraction of the theoretical maximum amount of product (1.0 means a 100% yield; for example, 0.34 means a 34% yield). (1) The reactants are [Cl:1][C:2]1[C:7]([CH:8]=[O:9])=[C:6]([N:10]2[CH2:23][CH2:22][N:13]3[C:14]4[CH2:15][CH2:16][CH2:17][CH2:18][C:19]=4[C:20]([F:21])=[C:12]3[C:11]2=[O:24])[N:5]=[CH:4][CH:3]=1.[BH4-].[Na+]. The catalyst is CO. The product is [Cl:1][C:2]1[CH:3]=[CH:4][N:5]=[C:6]([N:10]2[CH2:23][CH2:22][N:13]3[C:14]4[CH2:15][CH2:16][CH2:17][CH2:18][C:19]=4[C:20]([F:21])=[C:12]3[C:11]2=[O:24])[C:7]=1[CH2:8][OH:9]. The yield is 0.810. (2) The reactants are [CH2:1]([O:3][C:4](=[O:25])[CH:5]([C:9]1[C:14]([F:15])=[CH:13][C:12](OS(C(F)(F)F)(=O)=O)=[CH:11][C:10]=1[F:24])[O:6][CH2:7][CH3:8])[CH3:2].[CH3:26][Si:27]([CH3:32])([CH3:31])[CH2:28][CH2:29][OH:30].C(N(CC)CC)C.C[CH2:41][O:42]C(C)=O. The catalyst is CS(C)=O.CC([O-])=O.CC([O-])=O.[Pd+2].C1(P(C2C=CC=CC=2)CCCP(C2C=CC=CC=2)C2C=CC=CC=2)C=CC=CC=1. The product is [CH3:26][Si:27]([CH3:32])([CH3:31])[CH2:28][CH2:29][O:30][C:41](=[O:42])[C:12]1[CH:11]=[C:10]([F:24])[C:9]([CH:5]([O:6][CH2:7][CH3:8])[C:4]([O:3][CH2:1][CH3:2])=[O:25])=[C:14]([F:15])[CH:13]=1. The yield is 0.760. (3) The reactants are [Cl:1][C:2]1[CH:3]=[C:4]([CH:8]([C:20]2([OH:26])[CH2:25][CH2:24][CH2:23][CH2:22][CH2:21]2)[C:9]([N:11]2[CH2:16][CH2:15][N:14](C([O-])=O)[CH2:13][CH2:12]2)=O)[CH:5]=[CH:6][CH:7]=1.B.Cl.CO. The catalyst is O1CCCC1. The product is [Cl:1][C:2]1[CH:3]=[C:4]([CH:8]([C:20]2([OH:26])[CH2:21][CH2:22][CH2:23][CH2:24][CH2:25]2)[CH2:9][N:11]2[CH2:16][CH2:15][NH:14][CH2:13][CH2:12]2)[CH:5]=[CH:6][CH:7]=1. The yield is 0.990. (4) The reactants are Br[CH2:2][C:3]1[C:12]([Cl:13])=[N:11][CH:10]=[CH:9][C:4]=1[C:5]([O:7]C)=O.Cl.[Cl:15][C:16]1[CH:17]=[C:18]([CH:27]([NH2:29])[CH3:28])[CH:19]=[N:20][C:21]=1[O:22][CH2:23][CH:24]([F:26])[F:25]. No catalyst specified. The product is [Cl:13][C:12]1[C:3]2[CH2:2][N:29]([CH:27]([C:18]3[CH:19]=[N:20][C:21]([O:22][CH2:23][CH:24]([F:25])[F:26])=[C:16]([Cl:15])[CH:17]=3)[CH3:28])[C:5](=[O:7])[C:4]=2[CH:9]=[CH:10][N:11]=1. The yield is 0.710. (5) The reactants are [CH:1]([C:3]1[C:8]([OH:9])=[CH:7][C:6]([OH:10])=[C:5]([C:11]2[CH:16]=[CH:15][CH:14]=[CH:13][CH:12]=2)[C:4]=1[CH2:17][C:18]([O:20][CH3:21])=[O:19])=O. The catalyst is CO.[C].[Pd]. The product is [OH:10][C:6]1[C:5]([C:11]2[CH:16]=[CH:15][CH:14]=[CH:13][CH:12]=2)=[C:4]([CH2:17][C:18]([O:20][CH3:21])=[O:19])[C:3]([CH3:1])=[C:8]([OH:9])[CH:7]=1. The yield is 0.740. (6) The reactants are [CH3:1][O:2][C:3]1[CH:13]=[CH:12][C:6]([CH2:7][NH:8][CH2:9][CH2:10][OH:11])=[CH:5][CH:4]=1.[Br:14][C:15]1[CH:23]=[CH:22][C:18]([C:19](O)=[O:20])=[C:17]([F:24])[CH:16]=1.CCN(C(C)C)C(C)C.CN(C(ON1N=NC2C=CC=NC1=2)=[N+](C)C)C.F[P-](F)(F)(F)(F)F. The catalyst is C(Cl)Cl.CO. The product is [Br:14][C:15]1[CH:23]=[CH:22][C:18]([C:19]([N:8]([CH2:9][CH2:10][OH:11])[CH2:7][C:6]2[CH:12]=[CH:13][C:3]([O:2][CH3:1])=[CH:4][CH:5]=2)=[O:20])=[C:17]([F:24])[CH:16]=1. The yield is 0.237. (7) The reactants are [CH:1]([C:3]([CH2:5][CH3:6])=[O:4])=[CH2:2].[C:7]1([CH:13]2[C:18](=[O:19])[CH2:17][CH2:16][CH2:15][C:14]2=[O:20])[CH:12]=[CH:11][CH:10]=[CH:9][CH:8]=1.C(N(CC)CC)C. The catalyst is C(#N)C. The product is [O:4]=[C:3]([CH2:5][CH3:6])[CH2:1][CH2:2][C:13]1([C:7]2[CH:12]=[CH:11][CH:10]=[CH:9][CH:8]=2)[C:18](=[O:19])[CH2:17][CH2:16][CH2:15][C:14]1=[O:20]. The yield is 0.550. (8) The reactants are [NH2:1][C:2]1[C:7]([N+:8]([O-])=O)=[C:6]([NH:11][C@@H:12]2[C@@H:17]3[O:18][C@@H:14]([CH2:15][CH2:16]3)[C@@H:13]2[C:19]([NH2:21])=[O:20])[C:5]([Cl:22])=[CH:4][N:3]=1. The catalyst is [Ni]. The product is [NH2:1][C:2]1[C:7]([NH2:8])=[C:6]([NH:11][CH:12]2[CH:17]3[O:18][CH:14]([CH2:15][CH2:16]3)[CH:13]2[C:19]([NH2:21])=[O:20])[C:5]([Cl:22])=[CH:4][N:3]=1. The yield is 0.960.